From a dataset of Forward reaction prediction with 1.9M reactions from USPTO patents (1976-2016). Predict the product of the given reaction. (1) The product is: [Cl:23][C:5]1[C:4]2[C:8](=[CH:9][CH:10]=[C:11]([C:12]#[N:13])[C:3]=2[C:2]([F:14])([F:1])[F:15])[NH:7][CH:6]=1. Given the reactants [F:1][C:2]([F:15])([F:14])[C:3]1[C:11]([C:12]#[N:13])=[CH:10][CH:9]=[C:8]2[C:4]=1[CH:5]=[CH:6][NH:7]2.C1C(=O)N([Cl:23])C(=O)C1, predict the reaction product. (2) Given the reactants [NH2:1][C@H:2]([C:6]1[CH:11]=[CH:10][CH:9]=[CH:8][CH:7]=1)[C:3]([OH:5])=[O:4].Br[CH2:13][CH2:14][CH2:15][CH2:16]Br.C(=O)([O-])[O-].[Na+].[Na+], predict the reaction product. The product is: [C:6]1([C@@H:2]([N:1]2[CH2:16][CH2:15][CH2:14][CH2:13]2)[C:3]([OH:5])=[O:4])[CH:11]=[CH:10][CH:9]=[CH:8][CH:7]=1. (3) Given the reactants Br[C:2]1[CH:3]=[C:4]([CH:22]=[CH:23][C:24]=1[O:25][CH2:26][CH3:27])[CH2:5][O:6][C:7]1[CH:21]=[CH:20][C:10]2[CH:11]=[C:12]([CH:14]([NH:16][C:17](=[O:19])[CH3:18])[CH3:15])[O:13][C:9]=2[CH:8]=1.[CH:28]1(B(O)O)[CH2:30][CH2:29]1.C(O[K])(C)(C)C.C1(P(C2CCCCC2)C2CCCCC2)CCCCC1.C(=O)([O-])O.[Na+], predict the reaction product. The product is: [CH:28]1([C:2]2[CH:3]=[C:4]([CH:22]=[CH:23][C:24]=2[O:25][CH2:26][CH3:27])[CH2:5][O:6][C:7]2[CH:21]=[CH:20][C:10]3[CH:11]=[C:12]([CH:14]([NH:16][C:17](=[O:19])[CH3:18])[CH3:15])[O:13][C:9]=3[CH:8]=2)[CH2:30][CH2:29]1. (4) Given the reactants [C:1]([C:3]1[CH:4]=[C:5]([NH:9][C:10]2[N:18]=[CH:17][C:16]([F:19])=[CH:15][C:11]=2[C:12]([OH:14])=O)[CH:6]=[CH:7][CH:8]=1)#[N:2].Cl.[NH2:21][C:22]([CH3:27])([CH2:25][CH3:26])[C:23]#[CH:24].C1C=CC2N(O)N=NC=2C=1.CCN=C=NCCCN(C)C.CCN(C(C)C)C(C)C, predict the reaction product. The product is: [C:1]([C:3]1[CH:4]=[C:5]([NH:9][C:10]2[N:18]=[CH:17][C:16]([F:19])=[CH:15][C:11]=2[C:12]([NH:21][C:22]([CH3:27])([CH2:25][CH3:26])[C:23]#[CH:24])=[O:14])[CH:6]=[CH:7][CH:8]=1)#[N:2]. (5) Given the reactants [C:1]([O:5][C:6](=[O:23])[NH:7][C:8]1[CH:13]=[CH:12][C:11]([F:14])=[C:10]([O:15][C:16]2[CH:21]=[CH:20][C:19]([NH2:22])=[CH:18][N:17]=2)[CH:9]=1)([CH3:4])([CH3:3])[CH3:2].[S-:24][C:25]#[N:26].[K+].BrBr, predict the reaction product. The product is: [C:1]([O:5][C:6](=[O:23])[NH:7][C:8]1[CH:13]=[CH:12][C:11]([F:14])=[C:10]([O:15][C:16]2[N:17]=[C:18]3[S:24][C:25]([NH2:26])=[N:22][C:19]3=[CH:20][CH:21]=2)[CH:9]=1)([CH3:4])([CH3:2])[CH3:3].